From a dataset of Forward reaction prediction with 1.9M reactions from USPTO patents (1976-2016). Predict the product of the given reaction. (1) Given the reactants [O:1]1[C:5]2[CH:6]=[CH:7][CH:8]=[CH:9][C:4]=2[C:3]([CH2:10][C@@H:11]([B:30]2[O:38]C(C)(C)C(C)(C)[O:31]2)[NH:12][C:13](=[O:29])[CH2:14][CH2:15][N:16]2[CH2:21][CH2:20][N:19]([C:22]([O:24][C:25]([CH3:28])([CH3:27])[CH3:26])=[O:23])[CH2:18][CH2:17]2)=[CH:2]1.CC(C)CB(O)O.Cl, predict the reaction product. The product is: [O:1]1[C:5]2[CH:6]=[CH:7][CH:8]=[CH:9][C:4]=2[C:3]([CH2:10][C@@H:11]([B:30]([OH:38])[OH:31])[NH:12][C:13](=[O:29])[CH2:14][CH2:15][N:16]2[CH2:17][CH2:18][N:19]([C:22]([O:24][C:25]([CH3:28])([CH3:27])[CH3:26])=[O:23])[CH2:20][CH2:21]2)=[CH:2]1. (2) Given the reactants [C:1]([C:5]1[CH:10]=[CH:9][C:8]([C:11]2[N:15]([CH3:16])[N:14]=[C:13]([C:17](=[N:19][NH:20][C:21]([C:23]3[S:27][C:26]([C:28]([O:30]C)=[O:29])=[CH:25][CH:24]=3)=[O:22])[CH3:18])[C:12]=2[OH:32])=[CH:7][CH:6]=1)([CH3:4])([CH3:3])[CH3:2].[OH-].[Na+].Cl, predict the reaction product. The product is: [C:1]([C:5]1[CH:10]=[CH:9][C:8]([C:11]2[N:15]([CH3:16])[N:14]=[C:13]([C:17](=[N:19][NH:20][C:21]([C:23]3[S:27][C:26]([C:28]([OH:30])=[O:29])=[CH:25][CH:24]=3)=[O:22])[CH3:18])[C:12]=2[OH:32])=[CH:7][CH:6]=1)([CH3:2])([CH3:3])[CH3:4]. (3) Given the reactants [F:1][C:2]([F:30])([F:29])[C:3]1[CH:4]=[C:5]([C@H:13]2[O:17][C:16](=[O:18])[N:15]([CH2:19][C:20]3[C:25](Br)=[CH:24][CH:23]=[C:22]([Cl:27])[N:21]=3)[C@H:14]2[CH3:28])[CH:6]=[C:7]([C:9]([F:12])([F:11])[F:10])[CH:8]=1.C(=O)([O-])[O-].[K+].[K+].[F:37][C:38]1[C:43]([CH:44]([CH3:46])[CH3:45])=[CH:42][C:41](B(O)O)=[C:40]([O:50][CH3:51])[CH:39]=1, predict the reaction product. The product is: [F:1][C:2]([F:30])([F:29])[C:3]1[CH:4]=[C:5]([C@H:13]2[O:17][C:16](=[O:18])[N:15]([CH2:19][C:20]3[C:25]([C:41]4[CH:42]=[C:43]([CH:44]([CH3:46])[CH3:45])[C:38]([F:37])=[CH:39][C:40]=4[O:50][CH3:51])=[CH:24][CH:23]=[C:22]([Cl:27])[N:21]=3)[C@H:14]2[CH3:28])[CH:6]=[C:7]([C:9]([F:12])([F:11])[F:10])[CH:8]=1. (4) Given the reactants [Cl:1][C:2]1[C:7]([Cl:8])=[CH:6][C:5]([N+:9]([O-:11])=[O:10])=[C:4](Cl)[N:3]=1.CCN(C(C)C)C(C)C.[CH:22]([O:25][C:26]1[NH:30][N:29]=[C:28]([NH2:31])[CH:27]=1)([CH3:24])[CH3:23], predict the reaction product. The product is: [Cl:8][C:7]1[CH:6]=[C:5]([N+:9]([O-:11])=[O:10])[C:4]([NH:31][C:28]2[CH:27]=[C:26]([O:25][CH:22]([CH3:24])[CH3:23])[NH:30][N:29]=2)=[N:3][C:2]=1[Cl:1]. (5) Given the reactants Br[C:2]1[CH:7]=[C:6]([O:8][CH3:9])[C:5](Br)=[CH:4][C:3]=1[O:11][CH3:12].CCN([CH:19]([CH3:21])[CH3:20])C(C)C.[C:22]1([C:28]#[CH:29])[CH:27]=[CH:26][CH:25]=[CH:24][CH:23]=1, predict the reaction product. The product is: [C:28]([C:22]1[CH:27]=[CH:26][CH:25]=[CH:24][C:23]=1[C:2]1[CH:7]=[C:6]([O:8][CH3:9])[C:5]([C:6]2[CH:7]=[CH:2][CH:3]=[CH:4][C:21]=2[C:19]#[CH:20])=[CH:4][C:3]=1[O:11][CH3:12])#[CH:29]. (6) Given the reactants [CH3:1][C:2]1[N:3]=[CH:4][C:5]2[C:10]([CH:11]=1)=[C:9]([N+:12]([O-])=O)[CH:8]=[CH:7][CH:6]=2.NC1C=CC=C2C=1C=C(C)N=C2C, predict the reaction product. The product is: [NH2:12][C:9]1[CH:8]=[CH:7][CH:6]=[C:5]2[C:10]=1[CH:11]=[C:2]([CH3:1])[N:3]=[CH:4]2. (7) The product is: [F:1][C:2]1[N:10]=[C:9]2[C:5]([N:6]=[C:7]([CH2:11][C:12]3[C:20]([I:21])=[CH:19][C:15]4[O:16][CH2:17][O:18][C:14]=4[CH:13]=3)[N:8]2[CH2:69][CH2:68][N:67]([CH:64]([CH3:65])[CH3:66])[CH2:71][CH2:72][CH2:73][O:74][C:75]([C:88]2[CH:93]=[CH:92][CH:91]=[CH:90][CH:89]=2)([C:76]2[CH:77]=[CH:78][CH:79]=[CH:80][CH:81]=2)[C:82]2[CH:87]=[CH:86][CH:85]=[CH:84][CH:83]=2)=[C:4]([NH2:22])[N:3]=1. Given the reactants [F:1][C:2]1[N:10]=[C:9]2[C:5]([N:6]=[C:7]([CH2:11][C:12]3[C:20]([I:21])=[CH:19][C:15]4[O:16][CH2:17][O:18][C:14]=4[CH:13]=3)[NH:8]2)=[C:4]([NH2:22])[N:3]=1.C1C=CC(COC(/N=N/C(OCC2C=CC=CC=2)=O)=O)=CC=1.C1(P(C2C=CC=CC=2)C2C=CC=CC=2)C=CC=CC=1.[CH:64]([N:67]([CH2:71][CH2:72][CH2:73][O:74][C:75]([C:88]1[CH:93]=[CH:92][CH:91]=[CH:90][CH:89]=1)([C:82]1[CH:87]=[CH:86][CH:85]=[CH:84][CH:83]=1)[C:76]1[CH:81]=[CH:80][CH:79]=[CH:78][CH:77]=1)[CH2:68][CH2:69]O)([CH3:66])[CH3:65], predict the reaction product. (8) Given the reactants Br[CH2:2][CH2:3][CH2:4][N:5]1[C:9](=[O:10])[C:8]2=[CH:11][CH:12]=[CH:13][CH:14]=[C:7]2[C:6]1=[O:15].[OH:16][CH:17]1[CH2:22][CH2:21][NH:20][CH2:19][CH2:18]1.C(=O)([O-])[O-].[K+].[K+].CN(C)C=O, predict the reaction product. The product is: [OH:16][CH:17]1[CH2:22][CH2:21][N:20]([CH2:2][CH2:3][CH2:4][N:5]2[C:9](=[O:10])[C:8]3[C:7](=[CH:14][CH:13]=[CH:12][CH:11]=3)[C:6]2=[O:15])[CH2:19][CH2:18]1. (9) Given the reactants [CH:1](=O)[C:2]1[CH:7]=[CH:6][CH:5]=[CH:4][CH:3]=1.[O:9]=[C:10]([CH:12](P(=O)(OCC)OCC)[CH2:13][CH2:14][CH2:15][CH3:16])[CH3:11], predict the reaction product. The product is: [CH:1](=[C:12](/[CH2:13][CH2:14][CH2:15][CH3:16])\[C:10](=[O:9])[CH3:11])/[C:2]1[CH:7]=[CH:6][CH:5]=[CH:4][CH:3]=1.[CH:1](=[C:12](/[CH2:13][CH2:14][CH2:15][CH3:16])\[C:10](=[O:9])/[CH:11]=[CH:1]/[C:2]1[CH:7]=[CH:6][CH:5]=[CH:4][CH:3]=1)/[C:2]1[CH:7]=[CH:6][CH:5]=[CH:4][CH:3]=1. (10) Given the reactants [CH3:1][N:2]1[C:6]([CH3:7])=[CH:5][C:4]([CH2:8][N:9]2[C:17]3[C:12](=[C:13]([NH:18][C:19]([C:21]4[N:25]5[CH:26]=[CH:27][C:28]([C:30]6[O:31][C:32]([CH:35]=O)=[CH:33][CH:34]=6)=[CH:29][C:24]5=[N:23][CH:22]=4)=[O:20])[CH:14]=[CH:15][CH:16]=3)[C:11]([CH2:37][CH3:38])=[N:10]2)=[N:3]1.C1COCC1.[CH3:44][NH:45][CH3:46].C(O[BH-](OC(=O)C)OC(=O)C)(=O)C.[Na+], predict the reaction product. The product is: [CH3:1][N:2]1[C:6]([CH3:7])=[CH:5][C:4]([CH2:8][N:9]2[C:17]3[C:12](=[C:13]([NH:18][C:19]([C:21]4[N:25]5[CH:26]=[CH:27][C:28]([C:30]6[O:31][C:32]([CH2:35][N:45]([CH3:46])[CH3:44])=[CH:33][CH:34]=6)=[CH:29][C:24]5=[N:23][CH:22]=4)=[O:20])[CH:14]=[CH:15][CH:16]=3)[C:11]([CH2:37][CH3:38])=[N:10]2)=[N:3]1.